From a dataset of Reaction yield outcomes from USPTO patents with 853,638 reactions. Predict the reaction yield, written as a fraction of the theoretical maximum amount of product (1.0 means a 100% yield; for example, 0.34 means a 34% yield). (1) The reactants are [NH2:1][C:2]1[N:10]=[CH:9][CH:8]=[CH:7][C:3]=1[C:4]([OH:6])=O.[CH:11]([NH2:13])=O. No catalyst specified. The product is [N:1]1[C:2]2[N:10]=[CH:9][CH:8]=[CH:7][C:3]=2[C:4]([OH:6])=[N:13][CH:11]=1. The yield is 0.697. (2) The reactants are [CH3:1][C:2]1[C:10]([N+:11]([O-:13])=[O:12])=[CH:9][C:8]([F:14])=[CH:7][C:3]=1[C:4]([OH:6])=[O:5].CI.[C:17](=O)([O-])[O-].[K+].[K+]. The catalyst is CN(C)C=O. The product is [CH3:17][O:5][C:4](=[O:6])[C:3]1[CH:7]=[C:8]([F:14])[CH:9]=[C:10]([N+:11]([O-:13])=[O:12])[C:2]=1[CH3:1]. The yield is 0.259. (3) The reactants are Br[CH:2]([C:22]1[CH:27]=[CH:26][N:25]=[C:24]([NH:28][C:29]2[CH:34]=[CH:33][C:32]([O:35][CH3:36])=[C:31]([F:37])[CH:30]=2)[N:23]=1)[C:3]([C:5]1[CH:6]=[C:7]([NH:11][C:12](=[O:21])[C:13]2[CH:18]=[C:17]([F:19])[CH:16]=[CH:15][C:14]=2[F:20])[CH:8]=[CH:9][CH:10]=1)=O.[N:38]1([CH2:44][CH2:45][NH:46][C:47]([NH2:49])=[S:48])[CH2:43][CH2:42][O:41][CH2:40][CH2:39]1.C(=O)([O-])[O-].[Mg+2]. The catalyst is O1CCOCC1. The product is [F:20][C:14]1[CH:15]=[CH:16][C:17]([F:19])=[CH:18][C:13]=1[C:12]([NH:11][C:7]1[CH:8]=[CH:9][CH:10]=[C:5]([C:3]2[N:49]=[C:47]([NH:46][CH2:45][CH2:44][N:38]3[CH2:39][CH2:40][O:41][CH2:42][CH2:43]3)[S:48][C:2]=2[C:22]2[CH:27]=[CH:26][N:25]=[C:24]([NH:28][C:29]3[CH:34]=[CH:33][C:32]([O:35][CH3:36])=[C:31]([F:37])[CH:30]=3)[N:23]=2)[CH:6]=1)=[O:21]. The yield is 0.410. (4) The reactants are [Br:1][C:2]1[CH:3]=[N:4][CH:5]=[C:6]([CH:23]=1)[C:7]([NH:9][C:10]1[CH:15]=[CH:14][CH:13]=[CH:12][C:11]=1[NH:16][C:17]1[CH:22]=[CH:21][CH:20]=[CH:19][CH:18]=1)=O.P(Cl)(Cl)(Cl)=O. The catalyst is O1CCOCC1. The product is [Br:1][C:2]1[CH:23]=[C:6]([C:7]2[N:16]([C:17]3[CH:22]=[CH:21][CH:20]=[CH:19][CH:18]=3)[C:11]3[CH:12]=[CH:13][CH:14]=[CH:15][C:10]=3[N:9]=2)[CH:5]=[N:4][CH:3]=1. The yield is 0.890.